From a dataset of CYP2D6 inhibition data for predicting drug metabolism from PubChem BioAssay. Regression/Classification. Given a drug SMILES string, predict its absorption, distribution, metabolism, or excretion properties. Task type varies by dataset: regression for continuous measurements (e.g., permeability, clearance, half-life) or binary classification for categorical outcomes (e.g., BBB penetration, CYP inhibition). Dataset: cyp2d6_veith. (1) The molecule is CCC/C=C(\CCC)C(NS(=O)(=O)c1ccc(Cl)cc1)c1ccccc1. The result is 1 (inhibitor). (2) The molecule is CCOC(=O)c1cnn(CCOC(=O)C(C)(C)C)c1NC(=O)C(C)(C)C. The result is 0 (non-inhibitor). (3) The drug is O=S(=O)(c1ccccc1)c1cnc(-c2cccnc2)nc1-c1ccc(Cl)cc1Cl. The result is 0 (non-inhibitor). (4) The compound is COc1ccccc1CNc1ncncc1-c1ccccc1C. The result is 1 (inhibitor). (5) The molecule is N/C(CC(=O)Nc1cc(C(F)(F)F)ccc1Cl)=N\O. The result is 0 (non-inhibitor). (6) The molecule is COC(=O)[C@@]1(Cc2ccc(OC)cc2)[C@H]2c3cc(C(=O)N4CCCC4)n(CCCNc4ncc(C(F)(F)F)cc4Cl)c3C[C@H]2CN1C(=O)c1ccccc1. The result is 0 (non-inhibitor). (7) The compound is Cc1cc(C)cc(Oc2nn[nH]n2)c1. The result is 0 (non-inhibitor).